From a dataset of Reaction yield outcomes from USPTO patents with 853,638 reactions. Predict the reaction yield, written as a fraction of the theoretical maximum amount of product (1.0 means a 100% yield; for example, 0.34 means a 34% yield). (1) The reactants are [CH2:1]([O:3][C:4](=[O:17])[CH:5](CC)[C:6]1[CH:11]=[CH:10][C:9]([OH:12])=[C:8]([O:13][CH3:14])[CH:7]=1)[CH3:2].C([O-])([O-])=O.[K+].[K+].I[CH:25]([CH3:27])[CH3:26]. The product is [CH2:1]([O:3][C:4](=[O:17])[CH2:5][C:6]1[CH:11]=[CH:10][C:9]([O:12][CH:25]([CH3:27])[CH3:26])=[C:8]([O:13][CH3:14])[CH:7]=1)[CH3:2]. The yield is 0.890. The catalyst is CN(C=O)C.CCOC(C)=O. (2) The reactants are [CH2:1]([OH:5])[CH2:2][CH2:3][CH3:4].[C:6]([O:10][CH3:11])(=[O:9])C=C.C1N2[CH2:18][CH2:19]N(CC2)C1. No catalyst specified. The product is [CH3:11][O:10][C:6](=[O:9])[C:18](=[CH2:19])[CH:1]([OH:5])[CH2:2][CH2:3][CH3:4]. The yield is 0.611. (3) The reactants are [Mg].Br[CH2:3][C:4]1[CH:9]=[CH:8][C:7]([F:10])=[C:6]([C:11]([F:14])([F:13])[F:12])[CH:5]=1.[CH3:15][C:16]1[CH2:21][CH2:20][CH2:19][C:18]([CH3:23])([CH3:22])[C:17]=1[CH:24]=[O:25]. The catalyst is C(OCC)C. The product is [F:10][C:7]1[CH:8]=[CH:9][C:4]([CH2:3][CH:24]([C:17]2[C:18]([CH3:23])([CH3:22])[CH2:19][CH2:20][CH2:21][C:16]=2[CH3:15])[OH:25])=[CH:5][C:6]=1[C:11]([F:14])([F:13])[F:12]. The yield is 0.420. (4) The reactants are I[C:2]1[C:6]([CH:7]=[O:8])=[CH:5][N:4]([CH:9]2[CH2:14][CH2:13][CH2:12][CH2:11][O:10]2)[N:3]=1.[Cl:15][C:16]1[CH:17]=[C:18](B(O)O)[CH:19]=[CH:20][C:21]=1[O:22][CH:23]([CH3:25])[CH3:24].C(=O)([O-])[O-].[K+].[K+]. The catalyst is O1CCOCC1.O.C1C=CC(P(C2C=CC=CC=2)[C-]2C=CC=C2)=CC=1.C1C=CC(P(C2C=CC=CC=2)[C-]2C=CC=C2)=CC=1.Cl[Pd]Cl.[Fe+2]. The product is [Cl:15][C:16]1[CH:17]=[C:18]([C:2]2[C:6]([CH:7]=[O:8])=[CH:5][N:4]([CH:9]3[CH2:14][CH2:13][CH2:12][CH2:11][O:10]3)[N:3]=2)[CH:19]=[CH:20][C:21]=1[O:22][CH:23]([CH3:25])[CH3:24]. The yield is 0.880. (5) The reactants are [H-].[Na+].[Br:3][C:4]1[CH:5]=[C:6]([CH2:11][C:12]#[N:13])[CH:7]=[C:8]([Br:10])[CH:9]=1.Br[CH2:15][CH2:16]Br.O. The catalyst is CS(C)=O. The product is [Br:3][C:4]1[CH:5]=[C:6]([C:11]2([C:12]#[N:13])[CH2:16][CH2:15]2)[CH:7]=[C:8]([Br:10])[CH:9]=1. The yield is 0.830. (6) The reactants are Cl[CH2:2][C:3]1[CH:13]=[CH:12][C:6]2[O:7][C:8]([F:11])([F:10])[O:9][C:5]=2[CH:4]=1.[C-:14]#[N:15].[Na+].O.C(OC)(C)(C)C. The catalyst is CS(C)=O. The product is [F:10][C:8]1([F:11])[O:7][C:6]2[CH:12]=[CH:13][C:3]([CH2:2][C:14]#[N:15])=[CH:4][C:5]=2[O:9]1. The yield is 0.950. (7) The reactants are [C:1]1([C:7]2[CH:15]=[C:14]3[C:10]([CH2:11][C:12](=[O:16])[NH:13]3)=[CH:9][CH:8]=2)[CH:6]=[CH:5][CH:4]=[CH:3][CH:2]=1.[N:17]1([CH2:22][CH2:23][CH2:24][NH:25][C:26]([C:28]2[C:32]([CH3:33])=[C:31]([CH:34]=O)[NH:30][C:29]=2[CH3:36])=[O:27])[CH:21]=[CH:20][N:19]=[CH:18]1. No catalyst specified. The product is [N:17]1([CH2:22][CH2:23][CH2:24][NH:25][C:26]([C:28]2[C:32]([CH3:33])=[C:31]([CH:34]=[C:11]3[C:10]4[C:14](=[CH:15][C:7]([C:1]5[CH:2]=[CH:3][CH:4]=[CH:5][CH:6]=5)=[CH:8][CH:9]=4)[NH:13][C:12]3=[O:16])[NH:30][C:29]=2[CH3:36])=[O:27])[CH:21]=[CH:20][N:19]=[CH:18]1. The yield is 0.430. (8) The reactants are C(=O)([O-])[O-].[K+].[K+].[C:7]1(=[O:13])[NH:11][C:10](=[O:12])[CH2:9][CH2:8]1.[F:14][C:15]1[CH:22]=[CH:21][C:18]([CH2:19]Br)=[CH:17][CH:16]=1. The catalyst is CC(C)=O. The product is [F:14][C:15]1[CH:22]=[CH:21][C:18]([CH2:19][N:11]2[C:10](=[O:12])[CH2:9][CH2:8][C:7]2=[O:13])=[CH:17][CH:16]=1. The yield is 0.850. (9) The reactants are [CH2:1]([NH:9][C:10]1[C:11]2[CH:18]=[C:17]([C:19](OCC)=[O:20])[S:16][C:12]=2[N:13]=[CH:14][N:15]=1)[CH2:2][C:3]1[CH:8]=[CH:7][CH:6]=[CH:5][CH:4]=1.[H-].[Al+3].[Li+].[H-].[H-].[H-].O.[OH-].[Na+]. The catalyst is C1COCC1. The product is [CH2:1]([NH:9][C:10]1[C:11]2[CH:18]=[C:17]([CH2:19][OH:20])[S:16][C:12]=2[N:13]=[CH:14][N:15]=1)[CH2:2][C:3]1[CH:4]=[CH:5][CH:6]=[CH:7][CH:8]=1. The yield is 0.460. (10) The catalyst is C(OCC)(=O)C. The product is [CH3:22][S:23][C:2]1[N:11]=[C:10]([N:12]([C:14]2[CH:19]=[CH:18][C:17]([O:20][CH3:21])=[CH:16][CH:15]=2)[CH3:13])[C:9]2[C:4](=[CH:5][CH:6]=[CH:7][CH:8]=2)[N:3]=1. The reactants are Cl[C:2]1[N:11]=[C:10]([N:12]([C:14]2[CH:19]=[CH:18][C:17]([O:20][CH3:21])=[CH:16][CH:15]=2)[CH3:13])[C:9]2[C:4](=[CH:5][CH:6]=[CH:7][CH:8]=2)[N:3]=1.[CH3:22][S-:23].[Na+]. The yield is 0.0700.